From a dataset of Full USPTO retrosynthesis dataset with 1.9M reactions from patents (1976-2016). Predict the reactants needed to synthesize the given product. (1) Given the product [Br:1][C:2]1[CH:3]=[CH:4][C:5]([C:8]2[N:12]([CH:14]3[CH2:15][CH2:16][CH2:17][CH2:18][O:13]3)[CH:11]=[N:10][N:9]=2)=[CH:6][CH:7]=1, predict the reactants needed to synthesize it. The reactants are: [Br:1][C:2]1[CH:7]=[CH:6][C:5]([C:8]2[NH:12][CH:11]=[N:10][N:9]=2)=[CH:4][CH:3]=1.[O:13]1[CH:18]=[CH:17][CH2:16][CH2:15][CH2:14]1.CS(O)(=O)=O. (2) Given the product [C:1]([O:4][CH2:5][C:6]1[C:7]([C:18]([O:20][CH2:21][CH3:22])=[O:19])=[N:8][O:9][C:10]=1[C:11]1[CH:16]=[CH:15][CH:14]=[C:13](/[CH:28]=[CH:27]/[CH2:26][OH:25])[CH:12]=1)(=[O:3])[CH3:2], predict the reactants needed to synthesize it. The reactants are: [C:1]([O:4][CH2:5][C:6]1[C:7]([C:18]([O:20][CH2:21][CH3:22])=[O:19])=[N:8][O:9][C:10]=1[C:11]1[CH:16]=[CH:15][CH:14]=[C:13](I)[CH:12]=1)(=[O:3])[CH3:2].N#N.[O:25]1C=[CH:28][CH:27]=[C:26]1P([C:26]1[O:25]C=[CH:28][CH:27]=1)[C:26]1[O:25]C=[CH:28][CH:27]=1.C([Sn](CCCC)(CCCC)CC=CO)CCC.